From a dataset of Catalyst prediction with 721,799 reactions and 888 catalyst types from USPTO. Predict which catalyst facilitates the given reaction. (1) Product: [C:1]([O:4][CH2:5][C:6]1[CH:11]=[C:10]([S:80][C:77]([CH3:79])([CH3:78])[CH3:76])[C:9]([O:20][CH2:21][C:22]2[CH:23]=[CH:24][C:25]([O:28][CH3:29])=[CH:26][CH:27]=2)=[CH:8][N:7]=1)(=[O:3])[CH3:2]. Reactant: [C:1]([O:4][CH2:5][C:6]1[CH:11]=[C:10](OS(C(F)(F)F)(=O)=O)[C:9]([O:20][CH2:21][C:22]2[CH:27]=[CH:26][C:25]([O:28][CH3:29])=[CH:24][CH:23]=2)=[CH:8][N:7]=1)(=[O:3])[CH3:2].C1C=CC(P(C2C=CC3C(=CC=CC=3)C=2C2C3C(=CC=CC=3)C=CC=2P(C2C=CC=CC=2)C2C=CC=CC=2)C2C=CC=CC=2)=CC=1.[CH3:76][C:77]([S-:80])([CH3:79])[CH3:78].[Na+]. The catalyst class is: 164. (2) Reactant: [NH2:1][C@@H:2]1[CH2:6][C@H:5]([CH2:7][OH:8])[C@@H:4]([OH:9])[C@H:3]1[OH:10].N[C:12]1[N:17]=[C:16](Cl)[CH:15]=[C:14]([Cl:19])[N:13]=1.CCN(CC)CC. Product: [Cl:19][C:14]1[N:13]=[CH:12][N:17]=[C:16]([NH:1][C@@H:2]2[CH2:6][C@H:5]([CH2:7][OH:8])[C@@H:4]([OH:9])[C@H:3]2[OH:10])[CH:15]=1. The catalyst class is: 32. (3) Reactant: C[O:2][C:3](=[O:21])[C:4]1[CH:9]=[C:8]([O:10][CH2:11][CH2:12][CH2:13][CH:14]=[CH2:15])[CH:7]=[C:6]([C:16]2[O:17][CH:18]=[CH:19][N:20]=2)[CH:5]=1.[OH-].[Na+]. Product: [O:17]1[CH:18]=[CH:19][N:20]=[C:16]1[C:6]1[CH:5]=[C:4]([CH:9]=[C:8]([O:10][CH2:11][CH2:12][CH2:13][CH:14]=[CH2:15])[CH:7]=1)[C:3]([OH:21])=[O:2]. The catalyst class is: 36. (4) Product: [CH3:28][C:10]1[C:11]2[C:12](=[N:13][CH:14]=[C:15]([C:17]3[CH:18]=[C:19]([NH:23][C:24](=[O:27])[CH:25]=[CH2:26])[CH:20]=[CH:21][CH:22]=3)[CH:16]=2)[NH:8][N:9]=1. Reactant: COC1C=CC(C[N:8]2[C:12]3=[N:13][CH:14]=[C:15]([C:17]4[CH:18]=[C:19]([NH:23][C:24](=[O:27])[CH:25]=[CH2:26])[CH:20]=[CH:21][CH:22]=4)[CH:16]=[C:11]3[C:10]([CH3:28])=[N:9]2)=CC=1.FC(F)(F)C(O)=O. The catalyst class is: 22. (5) Product: [CH2:1]([O:3][CH2:4][CH2:5][O:6][C:7]1[CH:12]=[C:11]([CH3:13])[C:10]([C:14]2[CH:19]=[CH:18][CH:17]=[C:16]([CH2:20][NH:23][C:24]3[CH:29]=[CH:28][C:27]([CH:30]4[CH2:32][CH:31]4[C:33]([O:35][CH2:36][CH3:37])=[O:34])=[C:26]([F:38])[CH:25]=3)[CH:15]=2)=[C:9]([CH3:22])[CH:8]=1)[CH3:2]. Reactant: [CH2:1]([O:3][CH2:4][CH2:5][O:6][C:7]1[CH:12]=[C:11]([CH3:13])[C:10]([C:14]2[CH:19]=[CH:18][CH:17]=[C:16]([CH:20]=O)[CH:15]=2)=[C:9]([CH3:22])[CH:8]=1)[CH3:2].[NH2:23][C:24]1[CH:29]=[CH:28][C:27]([CH:30]2[CH2:32][CH:31]2[C:33]([O:35][CH2:36][CH3:37])=[O:34])=[C:26]([F:38])[CH:25]=1.C(O)(=O)C.C(O[BH-](OC(=O)C)OC(=O)C)(=O)C.[Na+]. The catalyst class is: 26. (6) Reactant: [F:1][C:2]1[CH:3]=[C:4]([CH:7]=[C:8]([O:11][CH3:12])[C:9]=1[OH:10])[CH:5]=[O:6].C(=O)([O-])[O-].[K+].[K+].I[CH:20]([CH3:22])[CH3:21]. Product: [F:1][C:2]1[CH:3]=[C:4]([CH:7]=[C:8]([O:11][CH3:12])[C:9]=1[O:10][CH:20]([CH3:22])[CH3:21])[CH:5]=[O:6]. The catalyst class is: 3. (7) Reactant: N[C:2]1[N:6]([C:7]2[CH:12]=[CH:11][N:10]=[C:9]([Cl:13])[CH:8]=2)[N:5]=[C:4]([NH:14][C:15]2[CH:20]=[CH:19][C:18]([S:21]([NH2:24])(=[O:23])=[O:22])=[CH:17][CH:16]=2)[N:3]=1.CC(O)C.N(OCCC(C)C)=O. Product: [Cl:13][C:9]1[CH:8]=[C:7]([N:6]2[CH:2]=[N:3][C:4]([NH:14][C:15]3[CH:16]=[CH:17][C:18]([S:21]([NH2:24])(=[O:22])=[O:23])=[CH:19][CH:20]=3)=[N:5]2)[CH:12]=[CH:11][N:10]=1. The catalyst class is: 1.